This data is from Catalyst prediction with 721,799 reactions and 888 catalyst types from USPTO. The task is: Predict which catalyst facilitates the given reaction. (1) Reactant: C[O:2][C:3]([C:5]1[NH:6][CH:7]=[C:8]([F:10])[CH:9]=1)=[O:4].[OH-].[Na+]. Product: [F:10][C:8]1[CH:9]=[C:5]([C:3]([OH:4])=[O:2])[NH:6][CH:7]=1. The catalyst class is: 38. (2) Reactant: [C:1]([O:5][CH2:6][C:7]1[CH:8]=[C:9]([CH2:15][OH:16])[N:10]=[N:11][C:12]=1[O:13][CH3:14])([CH3:4])([CH3:3])[CH3:2].C([O-])(=O)C.[CH3:21][S:22](Cl)(=[O:24])=[O:23]. Product: [CH3:21][S:22]([O:16][CH2:15][C:9]1[N:10]=[N:11][C:12]([O:13][CH3:14])=[C:7]([CH2:6][O:5][C:1]([CH3:4])([CH3:2])[CH3:3])[CH:8]=1)(=[O:24])=[O:23]. The catalyst class is: 4. (3) Reactant: [Cl:1][C:2]1[N:7]=[C:6]([C:8]2[C:9]([C:17]3[CH:18]=[CH:19][C:20]([CH3:24])=[C:21]([CH:23]=3)[NH2:22])=[N:10][N:11]3[CH:16]=[CH:15][CH:14]=[CH:13][C:12]=23)[CH:5]=[CH:4][N:3]=1.[CH:25]1[CH:29]=[C:28]([CH2:30][C:31](Cl)=[O:32])[S:27][CH:26]=1.C(O)C(N)(CO)CO. Product: [Cl:1][C:2]1[N:7]=[C:6]([C:8]2[C:9]([C:17]3[CH:18]=[CH:19][C:20]([CH3:24])=[C:21]([NH:22][C:31](=[O:32])[CH2:30][C:28]4[S:27][CH:26]=[CH:25][CH:29]=4)[CH:23]=3)=[N:10][N:11]3[CH:16]=[CH:15][CH:14]=[CH:13][C:12]=23)[CH:5]=[CH:4][N:3]=1. The catalyst class is: 1. (4) Reactant: [NH2:1][CH2:2][C@H:3]1[CH2:8][CH2:7][C@H:6]([CH2:9][NH:10][C:11](=[O:17])[O:12][C:13]([CH3:16])([CH3:15])[CH3:14])[CH2:5][CH2:4]1.Cl[C:19]([O:21][CH2:22][CH3:23])=[O:20]. Product: [C@H:3]1([CH2:2][NH:1][C:19](=[O:20])[O:21][CH2:22][CH3:23])[CH2:4][CH2:5][C@H:6]([CH2:9][NH:10][C:11](=[O:17])[O:12][C:13]([CH3:14])([CH3:16])[CH3:15])[CH2:7][CH2:8]1. The catalyst class is: 2. (5) The catalyst class is: 8. Product: [NH2:13][C:11]1[O:12][CH:2]=[C:3]([C:4]([O:6][CH2:7][CH3:8])=[O:5])[N:10]=1. Reactant: Br[CH2:2][C:3](=O)[C:4]([O:6][CH2:7][CH3:8])=[O:5].[NH2:10][C:11]([NH2:13])=[O:12].